The task is: Predict the product of the given reaction.. This data is from Forward reaction prediction with 1.9M reactions from USPTO patents (1976-2016). (1) Given the reactants [Li]CCCC.Br[C:7]1[NH:8]C=C[CH:11]=1.Br[C:13]1[CH:14]=[C:15]([C:26]([OH:28])=[O:27])[N:16]([CH2:18][O:19][CH2:20][CH2:21][Si:22]([CH3:25])([CH3:24])[CH3:23])[CH:17]=1.[CH2:29]1[CH2:33][O:32][CH2:31][CH2:30]1, predict the reaction product. The product is: [OH:32][CH:31]([C:30]1[CH:29]=[CH:33][N:8]=[CH:7][CH:11]=1)[C:13]1[CH:14]=[C:15]([C:26]([OH:28])=[O:27])[N:16]([CH2:18][O:19][CH2:20][CH2:21][Si:22]([CH3:25])([CH3:24])[CH3:23])[CH:17]=1. (2) The product is: [Cl:1][C:2]1[CH:3]=[C:4]([C:9]2[N:13]3[C:14]4[N:22]=[C:21]([O:23][CH3:24])[CH:20]=[CH:19][C:15]=4[N:16]=[C:17]([CH3:18])[C:12]3=[C:11]([CH3:25])[N:10]=2)[CH:5]=[CH:6][CH:7]=1. Given the reactants [Cl:1][C:2]1[CH:3]=[C:4]([C:9]2[N:13]3[C:14]4[N:22]=[C:21]([O:23][CH3:24])[CH:20]=[CH:19][C:15]=4[N:16]=[C:17]([CH3:18])[C:12]3=[C:11]([CH3:25])[N:10]=2)[CH:5]=[C:6](Cl)[CH:7]=1.ClC1C=C(B(O)O)C=CC=1.C([O-])([O-])=O.[K+].[K+], predict the reaction product.